Dataset: Reaction yield outcomes from USPTO patents with 853,638 reactions. Task: Predict the reaction yield, written as a fraction of the theoretical maximum amount of product (1.0 means a 100% yield; for example, 0.34 means a 34% yield). (1) The reactants are C(OC(=O)[NH:7][CH2:8][C:9]([CH3:31])([C:11]1[CH:16]=[CH:15][C:14]([CH2:17][C:18](=[O:30])[C:19]2[C:28](=[O:29])[C:27]3[C:22](=[CH:23][CH:24]=[CH:25][CH:26]=3)[NH:21][CH:20]=2)=[CH:13][CH:12]=1)[CH3:10])(C)(C)C.C(O)(C(F)(F)F)=O.[OH-].[Na+]. The catalyst is C(Cl)Cl. The product is [NH2:7][CH2:8][C:9]([C:11]1[CH:16]=[CH:15][C:14]([CH2:17][C:18]([C:19]2[C:28](=[O:29])[C:27]3[C:22](=[CH:23][CH:24]=[CH:25][CH:26]=3)[NH:21][CH:20]=2)=[O:30])=[CH:13][CH:12]=1)([CH3:10])[CH3:31]. The yield is 0.910. (2) The reactants are C[O:2][C:3]([CH:5]1[O:9][C:8]2[CH:10]=[C:11]([Cl:15])[CH:12]=[C:13]([Br:14])[C:7]=2[O:6]1)=O.[BH4-].[Na+]. The catalyst is C1COCC1. The product is [Br:14][C:13]1[C:7]2[O:6][CH:5]([CH2:3][OH:2])[O:9][C:8]=2[CH:10]=[C:11]([Cl:15])[CH:12]=1. The yield is 0.800. (3) The product is [Cl:1][C:2]1[CH:3]=[CH:4][C:5]([O:20][CH2:21][C:22]2[CH:27]=[CH:26][C:25]([Cl:28])=[CH:24][CH:23]=2)=[C:6]([CH:19]=1)[CH2:7][N:8]1[C:12]([CH3:13])=[CH:11][C:10]([CH2:14][CH2:15][C:16]([NH:34][S:31]([C:30]([F:36])([F:35])[F:29])(=[O:33])=[O:32])=[O:17])=[N:9]1. The catalyst is CN(C1C=CN=CC=1)C.C(Cl)Cl.CCOC(C)=O. The yield is 0.720. The reactants are [Cl:1][C:2]1[CH:3]=[CH:4][C:5]([O:20][CH2:21][C:22]2[CH:27]=[CH:26][C:25]([Cl:28])=[CH:24][CH:23]=2)=[C:6]([CH:19]=1)[CH2:7][N:8]1[C:12]([CH3:13])=[CH:11][C:10]([CH2:14][CH2:15][C:16](F)=[O:17])=[N:9]1.[F:29][C:30]([F:36])([F:35])[S:31]([NH2:34])(=[O:33])=[O:32]. (4) The reactants are Br[C:2]1[CH:3]=[C:4]2[C:8](=[CH:9][CH:10]=1)[N:7]([CH2:11][C:12]1[CH:17]=[CH:16][C:15]([O:18][CH3:19])=[CH:14][CH:13]=1)[N:6]=[CH:5]2.[C:20]([O:24][C:25]([N:27]1[CH2:32][CH2:31][CH2:30][C@H:29]([NH2:33])[CH2:28]1)=[O:26])([CH3:23])([CH3:22])[CH3:21].CC(C)([O-])C.[Na+]. The catalyst is C1(C)C=CC=CC=1. The product is [CH3:19][O:18][C:15]1[CH:16]=[CH:17][C:12]([CH2:11][N:7]2[C:8]3[C:4](=[CH:3][C:2]([NH:33][C@H:29]4[CH2:30][CH2:31][CH2:32][N:27]([C:25]([O:24][C:20]([CH3:23])([CH3:22])[CH3:21])=[O:26])[CH2:28]4)=[CH:10][CH:9]=3)[CH:5]=[N:6]2)=[CH:13][CH:14]=1. The yield is 0.820.